This data is from Reaction yield outcomes from USPTO patents with 853,638 reactions. The task is: Predict the reaction yield, written as a fraction of the theoretical maximum amount of product (1.0 means a 100% yield; for example, 0.34 means a 34% yield). (1) The reactants are [CH3:1][C:2]([CH3:18])([CH3:17])[CH2:3][C:4]1[CH:5]=[CH:6][C:7]([N:12]2[CH:16]=[CH:15][N:14]=[CH:13]2)=[C:8]([CH:11]=1)[C:9]#[N:10]. The catalyst is [Ni].N.CO. The product is [CH3:1][C:2]([CH3:18])([CH3:17])[CH2:3][C:4]1[CH:5]=[CH:6][C:7]([N:12]2[CH:16]=[CH:15][N:14]=[CH:13]2)=[C:8]([CH:11]=1)[CH2:9][NH2:10]. The yield is 0.420. (2) The reactants are [NH2:1][C:2]1[CH:3]=[CH:4][C:5]([O:19][CH2:20][CH2:21][CH3:22])=[C:6]([C:8]2[NH:13][C:12](=[O:14])[C:11]([CH2:15][CH3:16])=[C:10]([CH2:17][CH3:18])[N:9]=2)[CH:7]=1.[CH2:23]([N:25]=[C:26]=[O:27])[CH3:24]. No catalyst specified. The product is [CH2:17]([C:10]1[N:9]=[C:8]([C:6]2[CH:7]=[C:2]([NH:1][C:26]([NH:25][CH2:23][CH3:24])=[O:27])[CH:3]=[CH:4][C:5]=2[O:19][CH2:20][CH2:21][CH3:22])[NH:13][C:12](=[O:14])[C:11]=1[CH2:15][CH3:16])[CH3:18]. The yield is 0.900. (3) The reactants are [NH2:1][C:2]1[CH:3]=[CH:4][C:5]([CH3:25])=[C:6]([N:8]2[CH2:24][CH2:23][C:11]3[N:12]=[C:13]([NH:16][C:17]4[CH:18]=[N:19][CH:20]=[N:21][CH:22]=4)[N:14]=[CH:15][C:10]=3[CH2:9]2)[CH:7]=1.[F:26][C:27]([F:38])([F:37])[C:28]1[CH:29]=[C:30]([CH:34]=[CH:35][CH:36]=1)[C:31](O)=[O:32].CCN(C(C)C)C(C)C.CN(C(ON1N=NC2C=CC=NC1=2)=[N+](C)C)C.F[P-](F)(F)(F)(F)F. The catalyst is CN(C=O)C.C(OCC)(=O)C. The product is [CH3:25][C:5]1[CH:4]=[CH:3][C:2]([NH:1][C:31](=[O:32])[C:30]2[CH:34]=[CH:35][CH:36]=[C:28]([C:27]([F:26])([F:37])[F:38])[CH:29]=2)=[CH:7][C:6]=1[N:8]1[CH2:24][CH2:23][C:11]2[N:12]=[C:13]([NH:16][C:17]3[CH:18]=[N:19][CH:20]=[N:21][CH:22]=3)[N:14]=[CH:15][C:10]=2[CH2:9]1. The yield is 0.656. (4) The reactants are [Br:1][C:2]1[CH:6]=[N:5][N:4]([CH3:7])[C:3]=1[C:8]1[CH:9]=[C:10]([NH2:16])[CH:11]=[CH:12][C:13]=1[O:14][CH3:15].[Cl:17][C:18]1[CH:23]=[CH:22][C:21]([N:24]=[C:25]=[S:26])=[CH:20][CH:19]=1. The catalyst is C(Cl)Cl. The product is [Br:1][C:2]1[CH:6]=[N:5][N:4]([CH3:7])[C:3]=1[C:8]1[CH:9]=[C:10]([NH:16][C:25]([NH:24][C:21]2[CH:22]=[CH:23][C:18]([Cl:17])=[CH:19][CH:20]=2)=[S:26])[CH:11]=[CH:12][C:13]=1[O:14][CH3:15]. The yield is 0.800. (5) The reactants are O1C2C=CC=CC=2N=C1.NC1C=CC=CC=1.[CH2:17]([N:19]([CH2:41][CH3:42])[CH2:20][CH2:21][N:22]([CH3:40])[S:23]([C:26]1[C:34]2[O:33]C(C(C)(C)C)=[N:31][C:30]=2[CH:29]=[CH:28][C:27]=1[Cl:39])(=[O:25])=[O:24])[CH3:18].OS(O)(=O)=O. The catalyst is O1CCOCC1.O. The product is [NH2:31][C:30]1[C:34]([OH:33])=[C:26]([S:23]([N:22]([CH2:21][CH2:20][N:19]([CH2:41][CH3:42])[CH2:17][CH3:18])[CH3:40])(=[O:25])=[O:24])[C:27]([Cl:39])=[CH:28][CH:29]=1. The yield is 0.870. (6) The reactants are [Cl:1][C:2]1[CH:7]=[CH:6][C:5]([S:8]([NH:11][C@H:12]([CH2:22][C:23]2[CH:28]=[CH:27][CH:26]=[CH:25][CH:24]=2)[C:13]([NH:15][NH:16][C:17](=[S:21])[NH:18][CH2:19][CH3:20])=O)(=[O:10])=[O:9])=[CH:4][CH:3]=1.Cl. The catalyst is N.CO.[OH-].[K+]. The product is [Cl:1][C:2]1[CH:7]=[CH:6][C:5]([S:8]([NH:11][C@@H:12]([C:13]2[N:18]([CH2:19][CH3:20])[C:17]([SH:21])=[N:16][N:15]=2)[CH2:22][C:23]2[CH:28]=[CH:27][CH:26]=[CH:25][CH:24]=2)(=[O:10])=[O:9])=[CH:4][CH:3]=1. The yield is 0.790. (7) The reactants are [C:1](Cl)(=[O:3])[CH3:2].[O:5]1[C:9]2[CH:10]=[CH:11][CH:12]=[CH:13][C:8]=2[CH2:7][CH2:6]1.[Cl-].[Al+3].[Cl-].[Cl-].Cl. The catalyst is ClCCl. The product is [O:5]1[C:9]2[CH:10]=[CH:11][C:12]([C:1](=[O:3])[CH3:2])=[CH:13][C:8]=2[CH2:7][CH2:6]1. The yield is 0.610.